From a dataset of hERG Central: cardiac toxicity at 1µM, 10µM, and general inhibition. Predict hERG channel inhibition at various concentrations. The compound is CCn1cc(Cl)c(C(=O)Nc2nc3ccccc3n2CCN2CCCCC2)n1. Results: hERG_inhib (hERG inhibition (general)): blocker.